From a dataset of Retrosynthesis with 50K atom-mapped reactions and 10 reaction types from USPTO. Predict the reactants needed to synthesize the given product. Given the product Cc1cc(C(=O)N2CCN(C)CC2)[nH]c1C=O, predict the reactants needed to synthesize it. The reactants are: CN1CCNCC1.Cc1cc(C(=O)O)[nH]c1C=O.